Task: Predict the reaction yield, written as a fraction of the theoretical maximum amount of product (1.0 means a 100% yield; for example, 0.34 means a 34% yield).. Dataset: Reaction yield outcomes from USPTO patents with 853,638 reactions (1) The reactants are Cl[C:2]1[CH:7]=[C:6]([C:8]2[NH:9][CH:10]=[CH:11][CH:12]=2)[N:5]=[C:4]2[CH2:13][CH2:14][CH2:15][C:3]=12.[NH2:16][C:17]1[CH:25]=[CH:24][C:20]([CH2:21][CH2:22][OH:23])=[CH:19][CH:18]=1.O.C(#N)C.C(O)(C(F)(F)F)=O. The catalyst is Cl.CN1C(=O)CCC1.C(=O)(O)[O-].[Na+].ClCCl. The product is [NH:9]1[CH:10]=[CH:11][CH:12]=[C:8]1[C:6]1[N:5]=[C:4]2[CH2:13][CH2:14][CH2:15][C:3]2=[C:2]([NH:16][C:17]2[CH:25]=[CH:24][C:20]([CH2:21][CH2:22][OH:23])=[CH:19][CH:18]=2)[CH:7]=1. The yield is 0.350. (2) The reactants are Br[C:2]1[N:3]=[CH:4][C:5]2[N:6]([C:8]([C:11]3[CH:16]=[CH:15][C:14]([Cl:17])=[CH:13][CH:12]=3)=[CH:9][N:10]=2)[CH:7]=1.C([O-])([O-])=O.[K+].[K+].B([C:27]1[CH:35]=[CH:34][C:30]([C:31]([OH:33])=[O:32])=[CH:29][CH:28]=1)(O)O. The catalyst is CN(C=O)C.O. The product is [Cl:17][C:14]1[CH:15]=[CH:16][C:11]([C:8]2[N:6]3[CH:7]=[C:2]([C:27]4[CH:35]=[CH:34][C:30]([C:31]([OH:33])=[O:32])=[CH:29][CH:28]=4)[N:3]=[CH:4][C:5]3=[N:10][CH:9]=2)=[CH:12][CH:13]=1. The yield is 0.110.